From a dataset of Full USPTO retrosynthesis dataset with 1.9M reactions from patents (1976-2016). Predict the reactants needed to synthesize the given product. (1) Given the product [Br:1][C:2]1[S:6][C:5]([C:7]([N:24]([O:25][CH3:26])[CH3:23])=[O:8])=[CH:4][C:3]=1[CH3:10], predict the reactants needed to synthesize it. The reactants are: [Br:1][C:2]1[S:6][C:5]([C:7](O)=[O:8])=[CH:4][C:3]=1[CH3:10].C(Cl)(=O)C(Cl)=O.CN(C)C=O.Cl.[CH3:23][NH:24][O:25][CH3:26]. (2) Given the product [ClH:27].[OH:1][CH2:2][CH2:3][N:4]1[CH2:5][CH2:6][N:7]([C:10]2[N:11]([C:21]3[CH:26]=[CH:25][CH:24]=[CH:23][CH:22]=3)[C:12]3[C:17]([C:18]=2[CH:19]=[O:20])=[CH:16][CH:15]=[CH:14][CH:13]=3)[CH2:8][CH2:9]1, predict the reactants needed to synthesize it. The reactants are: [OH:1][CH2:2][CH2:3][N:4]1[CH2:9][CH2:8][N:7]([C:10]2[N:11]([C:21]3[CH:26]=[CH:25][CH:24]=[CH:23][CH:22]=3)[C:12]3[C:17]([C:18]=2[CH:19]=[O:20])=[CH:16][CH:15]=[CH:14][CH:13]=3)[CH2:6][CH2:5]1.[ClH:27]. (3) Given the product [Cl:1][C:2]1[CH:3]=[C:4]([CH:18]=[C:19]([O:23][C:24]([F:27])([F:26])[F:25])[C:20]=1[OH:21])[C:5]([N:7]1[C:11]2[CH:12]=[CH:13][CH:14]=[CH:15][C:10]=2[S:9](=[O:17])(=[O:16])[CH2:8]1)=[O:6], predict the reactants needed to synthesize it. The reactants are: [Cl:1][C:2]1[CH:3]=[C:4]([CH:18]=[C:19]([O:23][C:24]([F:27])([F:26])[F:25])[C:20]=1[O:21]C)[C:5]([N:7]1[C:11]2[CH:12]=[CH:13][CH:14]=[CH:15][C:10]=2[S:9](=[O:17])(=[O:16])[CH2:8]1)=[O:6].[Cl-].[Li+].Cl. (4) Given the product [Cl:1][C:2]1[CH:3]=[CH:4][C:5]([CH2:6][N:7]2[C:12](=[O:13])[C:11]([C:14]3[CH:19]=[CH:18][C:17]([OH:20])=[C:16]([F:28])[CH:15]=3)=[CH:10][N:9]=[CH:8]2)=[CH:29][CH:30]=1, predict the reactants needed to synthesize it. The reactants are: [Cl:1][C:2]1[CH:30]=[CH:29][C:5]([CH2:6][N:7]2[C:12](=[O:13])[C:11]([C:14]3[CH:19]=[CH:18][C:17]([O:20]CC4C=CC=CC=4)=[C:16]([F:28])[CH:15]=3)=[CH:10][N:9]=[CH:8]2)=[CH:4][CH:3]=1. (5) Given the product [O:11]=[C:12]1[CH2:17][CH2:16][N:15]([C:18]([O:20][CH2:21][C:22]2[CH:23]=[CH:24][CH:25]=[CH:26][CH:27]=2)=[O:19])[CH:14]([C:28]([O:30][CH3:31])=[O:29])[CH2:13]1, predict the reactants needed to synthesize it. The reactants are: C(Cl)(=O)C(Cl)=O.CS(C)=O.[OH:11][CH:12]1[CH2:17][CH2:16][N:15]([C:18]([O:20][CH2:21][C:22]2[CH:27]=[CH:26][CH:25]=[CH:24][CH:23]=2)=[O:19])[CH:14]([C:28]([O:30][CH3:31])=[O:29])[CH2:13]1.C(N(CC)CC)C. (6) Given the product [Cl:1][C:2]1[C:7]([C:8]2[CH:9]=[CH:10][CH:11]=[CH:12][CH:13]=2)=[N:6][N:5]=[C:4]2[N:14]([CH3:23])[N:15]=[C:16]([C:17]3[CH:22]=[C:21]([C:28]#[C:27][CH2:26][OH:29])[CH:20]=[CH:19][CH:18]=3)[C:3]=12, predict the reactants needed to synthesize it. The reactants are: [Cl:1][C:2]1[C:7]([C:8]2[CH:13]=[CH:12][CH:11]=[CH:10][CH:9]=2)=[N:6][N:5]=[C:4]2[N:14]([CH2:23]CO)[N:15]=[C:16]([C:17]3[CH:22]=[CH:21][CH:20]=[CH:19][CH:18]=3)[C:3]=12.[CH2:26]([OH:29])[C:27]#[CH:28].C(N(CC)CC)C.C1(P(C2C=CC=CC=2)C2C=CC=CC=2)C=CC=CC=1.